Task: Predict the reactants needed to synthesize the given product.. Dataset: Full USPTO retrosynthesis dataset with 1.9M reactions from patents (1976-2016) (1) The reactants are: [CH2:1]([C:5]1[C:9](/[CH:10]=[CH:11]/[C:12]2[S:13][C:14]([C:18]([OH:20])=O)=[C:15]([CH3:17])[N:16]=2)=[C:8]([CH3:21])[O:7][N:6]=1)[CH2:2][CH2:3][CH3:4].F[B-](F)(F)F.N1(OC(N(C)C)=[N+](C)C)C2C=CC=CC=2N=N1.C(N(CC)C(C)C)(C)C.[CH3:53][N:54]([CH3:56])[NH2:55]. Given the product [CH3:53][N:54]([CH3:56])[NH:55][C:18]([C:14]1[S:13][C:12](/[CH:11]=[CH:10]/[C:9]2[C:5]([CH2:1][CH2:2][CH2:3][CH3:4])=[N:6][O:7][C:8]=2[CH3:21])=[N:16][C:15]=1[CH3:17])=[O:20], predict the reactants needed to synthesize it. (2) The reactants are: [NH2:1][C:2]1[S:3][CH:4]=[C:5]([CH2:7][C:8]([O:10][CH2:11][CH3:12])=[O:9])[N:6]=1.[Cl:13][C:14]1[CH:19]=[C:18]([Cl:20])[CH:17]=[C:16]([CH3:21])[C:15]=1[S:22](Cl)(=[O:24])=[O:23]. Given the product [Cl:13][C:14]1[CH:19]=[C:18]([Cl:20])[CH:17]=[C:16]([CH3:21])[C:15]=1[S:22]([NH:1][C:2]1[S:3][CH:4]=[C:5]([CH2:7][C:8]([O:10][CH2:11][CH3:12])=[O:9])[N:6]=1)(=[O:24])=[O:23], predict the reactants needed to synthesize it. (3) Given the product [Cl:1][C:2]1[CH:3]=[C:4]2[C:9](=[CH:10][CH:11]=1)[N:8]=[CH:7][CH:6]=[C:5]2[CH2:12][N:13]1[C:21]([C:22]2[N:26]([CH3:27])[CH:25]=[C:24]([C:28]([NH:40][CH3:39])=[O:30])[CH:23]=2)=[C:20]2[C:15]([N:16]([CH2:34][CH:35]3[CH2:36][CH2:37]3)[C:17](=[O:33])[N:18]([CH3:32])[C:19]2=[O:31])=[N:14]1, predict the reactants needed to synthesize it. The reactants are: [Cl:1][C:2]1[CH:3]=[C:4]2[C:9](=[CH:10][CH:11]=1)[N:8]=[CH:7][CH:6]=[C:5]2[CH2:12][N:13]1[C:21]([C:22]2[N:26]([CH3:27])[CH:25]=[C:24]([C:28]([OH:30])=O)[CH:23]=2)=[C:20]2[C:15]([N:16]([CH2:34][CH:35]3[CH2:37][CH2:36]3)[C:17](=[O:33])[N:18]([CH3:32])[C:19]2=[O:31])=[N:14]1.N.[C:39](P(=O)(OCC)OCC)#[N:40].